This data is from Full USPTO retrosynthesis dataset with 1.9M reactions from patents (1976-2016). The task is: Predict the reactants needed to synthesize the given product. (1) Given the product [CH2:47]([O:46][C:44]([NH:43][CH2:42][CH2:41][N:14]([CH2:13][CH2:12][NH:11][C:9]([O:8][CH2:1][C:2]1[CH:7]=[CH:6][CH:5]=[CH:4][CH:3]=1)=[O:10])[CH2:15][CH2:16][CH2:17][C@H:18]([N:26]([C:27]([O:29][C:30]([CH3:32])([CH3:33])[CH3:31])=[O:28])[C:34]([O:36][C:37]([CH3:40])([CH3:39])[CH3:38])=[O:35])[C:19]([OH:21])=[O:20])=[O:45])[C:48]1[CH:53]=[CH:52][CH:51]=[CH:50][CH:49]=1, predict the reactants needed to synthesize it. The reactants are: [CH2:1]([O:8][C:9]([NH:11][CH2:12][CH2:13][N:14]([CH2:41][CH2:42][NH:43][C:44]([O:46][CH2:47][C:48]1[CH:53]=[CH:52][CH:51]=[CH:50][CH:49]=1)=[O:45])[CH2:15][CH2:16][CH2:17][C@H:18]([N:26]([C:34]([O:36][C:37]([CH3:40])([CH3:39])[CH3:38])=[O:35])[C:27]([O:29][C:30]([CH3:33])([CH3:32])[CH3:31])=[O:28])[C:19]([O:21]C(C)(C)C)=[O:20])=[O:10])[C:2]1[CH:7]=[CH:6][CH:5]=[CH:4][CH:3]=1.Cl.C(OCC)C. (2) The reactants are: [CH2:1]([O:3][C:4]1[C:5](/[C:16](/[CH2:21][CH3:22])=[C:17](/[F:20])\[CH2:18][OH:19])=[CH:6][C:7]2[CH:8]=[CH:9][CH2:10][C:11]([CH3:15])([CH3:14])[C:12]=2[CH:13]=1)[CH3:2].C[N+]1([O-])CCOCC1. Given the product [CH2:1]([O:3][C:4]1[C:5](/[C:16](/[CH2:21][CH3:22])=[C:17](/[F:20])\[CH:18]=[O:19])=[CH:6][C:7]2[CH:8]=[CH:9][CH2:10][C:11]([CH3:14])([CH3:15])[C:12]=2[CH:13]=1)[CH3:2], predict the reactants needed to synthesize it. (3) Given the product [ClH:28].[CH:1]1([N:5]2[CH2:6][CH2:7][CH:8]([O:11][C:12]3[CH:13]=[CH:14][C:15]([NH:18][CH2:19][C:20]([N:22]4[CH2:27][CH2:26][O:25][CH2:24][CH2:23]4)=[O:21])=[CH:16][CH:17]=3)[CH2:9][CH2:10]2)[CH2:4][CH2:3][CH2:2]1, predict the reactants needed to synthesize it. The reactants are: [CH:1]1([N:5]2[CH2:10][CH2:9][CH:8]([O:11][C:12]3[CH:17]=[CH:16][C:15]([NH:18][CH2:19][C:20]([N:22]4[CH2:27][CH2:26][O:25][CH2:24][CH2:23]4)=[O:21])=[CH:14][CH:13]=3)[CH2:7][CH2:6]2)[CH2:4][CH2:3][CH2:2]1.[ClH:28]. (4) The reactants are: [CH3:1][O:2][CH2:3][CH2:4][N:5]([CH2:8][CH3:9])[CH2:6][CH3:7].[CH3:10][Cl:11]. Given the product [Cl-:11].[CH2:6]([N+:5]([CH2:8][CH3:9])([CH3:10])[CH2:4][CH2:3][O:2][CH3:1])[CH3:7], predict the reactants needed to synthesize it. (5) Given the product [CH3:14][O:13][C:9]1[CH:8]=[C:3]2[C:2](=[CH:11][C:10]=1[CH3:12])[NH:1][CH:15]=[N:17][C:4]2=[O:5], predict the reactants needed to synthesize it. The reactants are: [NH2:1][C:2]1[CH:11]=[C:10]([CH3:12])[C:9]([O:13][CH3:14])=[CH:8][C:3]=1[C:4](OC)=[O:5].[CH:15]([NH2:17])=O.